Dataset: Reaction yield outcomes from USPTO patents with 853,638 reactions. Task: Predict the reaction yield, written as a fraction of the theoretical maximum amount of product (1.0 means a 100% yield; for example, 0.34 means a 34% yield). (1) The reactants are Cl.[CH3:2][O:3][C:4]1[CH:9]=[C:8]([CH3:10])[CH:7]=[CH:6][C:5]=1[CH2:11][NH2:12].C(N(CC)CC)C.Cl[C:21](=[O:27])[C:22]([O:24]CC)=O.[CH3:28][C:29]1[CH:30]=[CH:31][C:32]([CH2:35][CH2:36][NH2:37])=[N:33][CH:34]=1. The catalyst is C(#N)C. The product is [CH3:2][O:3][C:4]1[CH:9]=[C:8]([CH3:10])[CH:7]=[CH:6][C:5]=1[CH2:11][NH:12][C:22](=[O:24])[C:21]([NH:37][CH2:36][CH2:35][C:32]1[CH:31]=[CH:30][C:29]([CH3:28])=[CH:34][N:33]=1)=[O:27]. The yield is 0.300. (2) The reactants are [P:1]([O:13][CH2:14][CH2:15][NH:16][CH2:17][CH3:18])([O:8][C:9]([CH3:12])([CH3:11])[CH3:10])([O:3][C:4]([CH3:7])([CH3:6])[CH3:5])=[O:2].O=[CH:20][CH2:21][C@@H:22]([NH:31][C:32]1[CH:37]=[CH:36][C:35]([S:38]([NH2:41])(=[O:40])=[O:39])=[CH:34][C:33]=1[S:42]([C:45]([F:48])([F:47])[F:46])(=[O:44])=[O:43])[CH2:23][S:24][C:25]1[CH:30]=[CH:29][CH:28]=[CH:27][CH:26]=1.C(O[BH-](OC(=O)C)OC(=O)C)(=O)C.[Na+].[OH-].[Na+]. The catalyst is ClCCCl.C(Cl)Cl. The product is [P:1]([O:13][CH2:14][CH2:15][N:16]([CH2:17][CH3:18])[CH2:20][CH2:21][C@@H:22]([NH:31][C:32]1[CH:37]=[CH:36][C:35]([S:38](=[O:39])(=[O:40])[NH2:41])=[CH:34][C:33]=1[S:42]([C:45]([F:48])([F:46])[F:47])(=[O:43])=[O:44])[CH2:23][S:24][C:25]1[CH:26]=[CH:27][CH:28]=[CH:29][CH:30]=1)([O:3][C:4]([CH3:5])([CH3:6])[CH3:7])([O:8][C:9]([CH3:10])([CH3:11])[CH3:12])=[O:2]. The yield is 0.500. (3) The reactants are [C:1]([O:5][C:6]([NH:8][C@@H:9]1[CH2:14][CH2:13][CH2:12][N:11]([C:15]2[N:16]=[N:17][C:18]([C:31](=[O:33])[NH2:32])=[C:19]([NH:21][C:22]3[CH:30]=[CH:29][C:25]([C:26](O)=[O:27])=[CH:24][CH:23]=3)[N:20]=2)[CH2:10]1)=[O:7])([CH3:4])([CH3:3])[CH3:2].[NH:34]1[CH2:39][CH2:38][O:37][CH2:36][CH2:35]1.CCN(C(C)C)C(C)C.C1CN([P+](ON2N=NC3C=CC=CC2=3)(N2CCCC2)N2CCCC2)CC1.F[P-](F)(F)(F)(F)F. The catalyst is CN(C=O)C.CCOC(C)=O. The product is [C:31]([C:18]1[N:17]=[N:16][C:15]([N:11]2[CH2:12][CH2:13][CH2:14][C@@H:9]([NH:8][C:6](=[O:7])[O:5][C:1]([CH3:3])([CH3:2])[CH3:4])[CH2:10]2)=[N:20][C:19]=1[NH:21][C:22]1[CH:23]=[CH:24][C:25]([C:26]([N:34]2[CH2:39][CH2:38][O:37][CH2:36][CH2:35]2)=[O:27])=[CH:29][CH:30]=1)(=[O:33])[NH2:32]. The yield is 1.00. (4) The reactants are [CH3:1][O:2][C:3]1[CH:27]=[CH:26][C:6]([CH2:7][CH2:8][NH:9][C:10]([C:12]2([NH2:25])[CH2:17][CH2:16][N:15]([C:18]([O:20][C:21]([CH3:24])([CH3:23])[CH3:22])=[O:19])[CH2:14][CH2:13]2)=[O:11])=[CH:5][CH:4]=1.C([O-])([O-])=O.[K+].[K+].[CH:34]1([C:37]2[CH:44]=[CH:43][C:40]([CH:41]=O)=[CH:39][CH:38]=2)[CH2:36][CH2:35]1. The catalyst is C(OCC)(=O)C. The product is [C:21]([O:20][C:18]([N:15]1[CH2:16][CH2:17][C:12]2([NH:25][CH:41]([C:40]3[CH:43]=[CH:44][C:37]([CH:34]4[CH2:36][CH2:35]4)=[CH:38][CH:39]=3)[N:9]([CH2:8][CH2:7][C:6]3[CH:26]=[CH:27][C:3]([O:2][CH3:1])=[CH:4][CH:5]=3)[C:10]2=[O:11])[CH2:13][CH2:14]1)=[O:19])([CH3:23])([CH3:24])[CH3:22]. The yield is 0.500. (5) The reactants are [F:1][C:2]1[CH:3]=[C:4]([N:8]2[C@@:12]3([CH2:17][CH2:16][N:15]([CH2:18][C:19]4[CH:24]=[CH:23][CH:22]=[C:21]([O:25][CH:26]([CH3:28])[CH3:27])[CH:20]=4)[C@@H:14]([CH3:29])[CH2:13]3)[CH2:11][NH:10][S:9]2(=[O:31])=[O:30])[CH:5]=[CH:6][CH:7]=1.[H-].[Na+].[CH3:34]I. The catalyst is CN(C=O)C.O. The product is [F:1][C:2]1[CH:3]=[C:4]([N:8]2[C@@:12]3([CH2:17][CH2:16][N:15]([CH2:18][C:19]4[CH:24]=[CH:23][CH:22]=[C:21]([O:25][CH:26]([CH3:27])[CH3:28])[CH:20]=4)[C@@H:14]([CH3:29])[CH2:13]3)[CH2:11][N:10]([CH3:34])[S:9]2(=[O:31])=[O:30])[CH:5]=[CH:6][CH:7]=1. The yield is 0.670.